This data is from Forward reaction prediction with 1.9M reactions from USPTO patents (1976-2016). The task is: Predict the product of the given reaction. (1) Given the reactants [CH2:1]([C:3]1[S:4][C:5]([C:15]2[CH:20]=[CH:19][N:18]=[C:17](I)[CH:16]=2)=[C:6]([C:8]2[CH:13]=[CH:12][CH:11]=[C:10]([CH3:14])[CH:9]=2)[N:7]=1)[CH3:2].[CH:22]1([S:28]([CH:31]2[CH2:36][CH2:35][CH2:34][CH2:33][CH2:32]2)(=[NH:30])=[O:29])[CH2:27][CH2:26][CH2:25][CH2:24][CH2:23]1.CNCCNC.C(=O)([O-])[O-].[Cs+].[Cs+], predict the reaction product. The product is: [CH:22]1([S:28]([CH:31]2[CH2:36][CH2:35][CH2:34][CH2:33][CH2:32]2)(=[N:30][C:17]2[CH:16]=[C:15]([C:5]3[S:4][C:3]([CH2:1][CH3:2])=[N:7][C:6]=3[C:8]3[CH:9]=[C:10]([CH3:14])[CH:11]=[CH:12][CH:13]=3)[CH:20]=[CH:19][N:18]=2)=[O:29])[CH2:23][CH2:24][CH2:25][CH2:26][CH2:27]1. (2) Given the reactants S(S([O-])(=O)=O)([O-])(=O)=O.[Na+].[Na+].C(=O)([O-])[O-].[K+].[K+].[CH2:17]([O:24][C:25]1[CH:34]=[C:33]2[C:28]([C:29]([NH:38][CH2:39][CH:40]3[CH2:44][O:43][C:42]([CH3:46])([CH3:45])[O:41]3)=[C:30]([N+:35]([O-])=O)[CH:31]=[N:32]2)=[CH:27][CH:26]=1)[C:18]1[CH:23]=[CH:22][CH:21]=[CH:20][CH:19]=1, predict the reaction product. The product is: [CH2:17]([O:24][C:25]1[CH:34]=[C:33]2[C:28]([C:29]([NH:38][CH2:39][CH:40]3[CH2:44][O:43][C:42]([CH3:46])([CH3:45])[O:41]3)=[C:30]([NH2:35])[CH:31]=[N:32]2)=[CH:27][CH:26]=1)[C:18]1[CH:19]=[CH:20][CH:21]=[CH:22][CH:23]=1. (3) Given the reactants [F:1][C:2]1[C:3]([NH:8][C:9]2[CH:14]=[CH:13][C:12]([OH:15])=[CH:11][CH:10]=2)=[N:4][CH:5]=[CH:6][CH:7]=1.[Cl:16][C:17]1[C:22](Cl)=[N:21][CH:20]=[CH:19][N:18]=1.C(=O)([O-])[O-].[K+].[K+], predict the reaction product. The product is: [Cl:16][C:17]1[C:22]([O:15][C:12]2[CH:13]=[CH:14][C:9]([NH:8][C:3]3[C:2]([F:1])=[CH:7][CH:6]=[CH:5][N:4]=3)=[CH:10][CH:11]=2)=[N:21][CH:20]=[CH:19][N:18]=1. (4) Given the reactants [NH2:1][C:2]1[CH:7]=[CH:6][CH:5]=[CH:4][C:3]=1/[CH:8]=[CH:9]/[C:10]([O:12][CH3:13])=[O:11].[CH:14]1([CH:20]=O)[CH2:19][CH2:18][CH2:17][CH2:16][CH2:15]1.[BH3-]C#N.[Na+].C(=O)(O)[O-].[Na+], predict the reaction product. The product is: [CH:14]1([CH2:20][NH:1][C:2]2[CH:7]=[CH:6][CH:5]=[CH:4][C:3]=2/[CH:8]=[CH:9]/[C:10]([O:12][CH3:13])=[O:11])[CH2:19][CH2:18][CH2:17][CH2:16][CH2:15]1. (5) Given the reactants Cl[C:2]1[N:11]=[C:10]([NH:12][CH2:13][CH:14]([O:21][C:22]2[CH:27]=[CH:26][CH:25]=[CH:24][CH:23]=2)[C:15]2[CH:20]=[CH:19][CH:18]=[CH:17][CH:16]=2)[C:9]2[C:4](=[CH:5][CH:6]=[CH:7][CH:8]=2)[N:3]=1.[CH3:28][C:29]1[C:34](B(O)O)=[CH:33][N:32]2[CH:38]=[CH:39][N:40]=[C:31]2[CH:30]=1.C(NC1C2C(=CC=CC=2)N=C(C2SC3C=CC=CC=3C=2)N=1)(C1C=CC=CC=1)C1C=CC=CC=1, predict the reaction product. The product is: [CH3:28][C:29]1[C:34]([C:2]2[N:11]=[C:10]([NH:12][CH2:13][CH:14]([O:21][C:22]3[CH:27]=[CH:26][CH:25]=[CH:24][CH:23]=3)[C:15]3[CH:20]=[CH:19][CH:18]=[CH:17][CH:16]=3)[C:9]3[C:4](=[CH:5][CH:6]=[CH:7][CH:8]=3)[N:3]=2)=[CH:33][N:32]2[CH:38]=[CH:39][N:40]=[C:31]2[CH:30]=1. (6) The product is: [CH3:1][O:2][C:3](=[O:15])[C:4]1[CH:9]=[CH:8][CH:7]=[C:6]([S:10][C:11]2[C:21]3[C:20](=[CH:19][C:18]([Br:17])=[CH:23][CH:22]=3)[NH:24][C:12]=2[CH3:13])[CH:5]=1. Given the reactants [CH3:1][O:2][C:3](=[O:15])[C:4]1[CH:9]=[CH:8][CH:7]=[C:6]([S:10][CH2:11][C:12](=O)[CH3:13])[CH:5]=1.Cl.[Br:17][C:18]1[CH:19]=[C:20]([NH:24]N)[CH:21]=[CH:22][CH:23]=1, predict the reaction product.